This data is from Catalyst prediction with 721,799 reactions and 888 catalyst types from USPTO. The task is: Predict which catalyst facilitates the given reaction. (1) Reactant: [C:1]([O:5][C:6]([N:8]1[CH2:12][C@@H:11]([CH2:13][N:14]([CH:31]([CH3:33])[CH3:32])[C:15](=[O:30])[C:16]2[CH:21]=[CH:20][C:19]([O:22][CH3:23])=[C:18]([O:24][CH2:25][CH2:26][CH2:27][O:28][CH3:29])[CH:17]=2)[C@H:10]([CH:34]=O)[CH2:9]1)=[O:7])([CH3:4])([CH3:3])[CH3:2].[CH:36]1([NH2:39])[CH2:38][CH2:37]1.C(Cl)Cl.CO.[NH4+].[OH-]. Product: [C:1]([O:5][C:6]([N:8]1[CH2:12][C@@H:11]([CH2:13][N:14]([CH:31]([CH3:33])[CH3:32])[C:15](=[O:30])[C:16]2[CH:21]=[CH:20][C:19]([O:22][CH3:23])=[C:18]([O:24][CH2:25][CH2:26][CH2:27][O:28][CH3:29])[CH:17]=2)[C@H:10]([CH2:34][NH:39][CH:36]2[CH2:38][CH2:37]2)[CH2:9]1)=[O:7])([CH3:4])([CH3:3])[CH3:2]. The catalyst class is: 578. (2) Reactant: [C:1]([C:3]1[CH:20]=[CH:19][C:6]([CH:7]=[C:8]([C:16](=O)[CH3:17])[C:9]([O:11][CH2:12][CH2:13][C:14]#[N:15])=[O:10])=[C:5]([O:21][CH3:22])[CH:4]=1)#[N:2].[NH2:23][C:24]1[C:29]([CH3:30])=[CH:28][NH:27][C:26](=[O:31])[CH:25]=1. Product: [C:1]([C:3]1[CH:20]=[CH:19][C:6]([CH:7]2[C:25]3[C:26](=[O:31])[NH:27][CH:28]=[C:29]([CH3:30])[C:24]=3[NH:23][C:16]([CH3:17])=[C:8]2[C:9]([O:11][CH2:12][CH2:13][C:14]#[N:15])=[O:10])=[C:5]([O:21][CH3:22])[CH:4]=1)#[N:2]. The catalyst class is: 41. (3) Reactant: [F:1][C:2]1([F:44])[CH2:7][C@H:6]([O:8][C:9]2[C:14]([CH3:15])=[CH:13][C:12]([S:16]([N:19](CC3C=CC(OC)=CC=3OC)[C:20]3[CH:25]=[CH:24][N:23]=[CH:22][N:21]=3)(=[O:18])=[O:17])=[C:11]([F:37])[CH:10]=2)[C@@H:5]([C:38]2[N:42]([CH3:43])[N:41]=[CH:40][CH:39]=2)[CH2:4][CH2:3]1.C([SiH](CC)CC)C.FC(F)(F)C(O)=O. Product: [F:44][C:2]1([F:1])[CH2:7][C@H:6]([O:8][C:9]2[C:14]([CH3:15])=[CH:13][C:12]([S:16]([NH:19][C:20]3[CH:25]=[CH:24][N:23]=[CH:22][N:21]=3)(=[O:18])=[O:17])=[C:11]([F:37])[CH:10]=2)[C@@H:5]([C:38]2[N:42]([CH3:43])[N:41]=[CH:40][CH:39]=2)[CH2:4][CH2:3]1. The catalyst class is: 4. (4) Reactant: [CH2:1]([O:3][C:4]([C:6]1[C:7]([O:26][CH2:27][CH3:28])=[N:8][N:9]([C:12]2[CH:17]=[C:16]([S:18][CH2:19][C:20]([F:23])([F:22])[F:21])[C:15]([CH3:24])=[CH:14][C:13]=2[F:25])[C:10]=1N)=[O:5])[CH3:2].N(OC(C)(C)C)=O. Product: [CH2:1]([O:3][C:4]([C:6]1[C:7]([O:26][CH2:27][CH3:28])=[N:8][N:9]([C:12]2[CH:17]=[C:16]([S:18][CH2:19][C:20]([F:23])([F:22])[F:21])[C:15]([CH3:24])=[CH:14][C:13]=2[F:25])[CH:10]=1)=[O:5])[CH3:2]. The catalyst class is: 7. (5) The catalyst class is: 263. Reactant: Br[C:2]1[CH:24]=[CH:23][C:5]([O:6][CH2:7][CH:8]2[CH2:13][CH2:12][N:11]([CH2:14][C:15]3([C:19]([F:22])([F:21])[F:20])[CH2:18][CH2:17][CH2:16]3)[CH2:10][CH2:9]2)=[C:4]([F:25])[CH:3]=1.[N:26]1[CH:31]=[CH:30][CH:29]=[C:28](B(O)O)[CH:27]=1.[C:35]([O-:38])([O-])=[O:36].[Cs+].[Cs+].[CH3:41]OCCOC. Product: [F:25][C:4]1[CH:3]=[C:2]([C:30]2[CH:29]=[CH:28][C:27]([C:35]([O:38][CH3:41])=[O:36])=[N:26][CH:31]=2)[CH:24]=[CH:23][C:5]=1[O:6][CH2:7][CH:8]1[CH2:13][CH2:12][N:11]([CH2:14][C:15]2([C:19]([F:22])([F:21])[F:20])[CH2:18][CH2:17][CH2:16]2)[CH2:10][CH2:9]1. (6) Reactant: [OH:1][CH2:2][C:3]1[CH:4]=[C:5]2[C:10](=[CH:11][CH:12]=1)[C@H:9]([NH:13][C:14](=[O:33])[CH2:15][CH:16]1[C:21](=[O:22])[NH:20][CH2:19][CH2:18][N:17]1[S:23]([C:26]1[CH:31]=[CH:30][C:29]([CH3:32])=[CH:28][CH:27]=1)(=[O:25])=[O:24])[CH2:8][CH2:7][CH2:6]2. Product: [CH:2]([C:3]1[CH:4]=[C:5]2[C:10](=[CH:11][CH:12]=1)[C@H:9]([NH:13][C:14](=[O:33])[CH2:15][CH:16]1[C:21](=[O:22])[NH:20][CH2:19][CH2:18][N:17]1[S:23]([C:26]1[CH:27]=[CH:28][C:29]([CH3:32])=[CH:30][CH:31]=1)(=[O:25])=[O:24])[CH2:8][CH2:7][CH2:6]2)=[O:1]. The catalyst class is: 177. (7) Reactant: [Li+].[BH4-].[Br:3][C:4]1[CH:9]=[CH:8][C:7]([S:10]([N:13]2[CH2:18][CH2:17][C:16]([NH:23][C:24]([O:26][C:27]([CH3:30])([CH3:29])[CH3:28])=[O:25])([C:19](OC)=[O:20])[CH2:15][CH2:14]2)(=[O:12])=[O:11])=[CH:6][CH:5]=1. Product: [Br:3][C:4]1[CH:9]=[CH:8][C:7]([S:10]([N:13]2[CH2:14][CH2:15][C:16]([NH:23][C:24](=[O:25])[O:26][C:27]([CH3:29])([CH3:28])[CH3:30])([CH2:19][OH:20])[CH2:17][CH2:18]2)(=[O:12])=[O:11])=[CH:6][CH:5]=1. The catalyst class is: 7.